From a dataset of Full USPTO retrosynthesis dataset with 1.9M reactions from patents (1976-2016). Predict the reactants needed to synthesize the given product. Given the product [CH3:14][CH:13]([CH3:15])[CH:12]([O:11][C:9](=[O:10])[CH2:8][CH2:7][C:1]1[CH:2]=[CH:3][CH:4]=[CH:5][CH:6]=1)[O:16][C:17]([NH:19][C:20]1([C:23]([OH:25])=[O:24])[CH2:21][CH2:22]1)=[O:18], predict the reactants needed to synthesize it. The reactants are: [C:1]1(/[CH:7]=[CH:8]/[C:9]([O:11][CH:12]([O:16][C:17]([NH:19][C:20]2([C:23]([OH:25])=[O:24])[CH2:22][CH2:21]2)=[O:18])[CH:13]([CH3:15])[CH3:14])=[O:10])[CH:6]=[CH:5][CH:4]=[CH:3][CH:2]=1.C(OC(=O)C)C.